The task is: Binary Classification. Given a miRNA mature sequence and a target amino acid sequence, predict their likelihood of interaction.. This data is from Experimentally validated miRNA-target interactions with 360,000+ pairs, plus equal number of negative samples. (1) The miRNA is mmu-miR-147-3p with sequence GUGUGCGGAAAUGCUUCUGCUA. The protein sequence of the target gene is MAPKVSDSVEQLRAAGNQNFRNGQYGEASALYERALRLLQARGSADPEEESVLYSNRAACYLKDGNCTDCIKDCTSALALVPFSIKPLLRRASAYEALEKYALAYVDYKTVLQIDNSVASALEGINRITRALMDSLGPEWRLKLPPIPVVPVSAQKRWNSLPSDNHKETAKTKSKEATATKSRVPSAGDVERAKALKEEGNDLVKKGNHKKAIEKYSESLLCSSLESATYSNRALCHLVLKQYKEAVKDCTEALKLDGKNVKAFYRRAQAYKALKDYKSSLSDISSLLQIEPRNGPAQKL.... Result: 0 (no interaction). (2) The miRNA is hsa-miR-6785-5p with sequence UGGGAGGGCGUGGAUGAUGGUG. The protein sequence of the target gene is MAWTKYQLFLAGLMLVTGSINTLSAKWADNFMAEGCGGSKEHSFQHPFLQAVGMFLGEFSCLAAFYLLRCRAAGQSDSSVDPQQPFNPLLFLPPALCDMTGTSLMYVALNMTSASSFQMLRGAVIIFTGLFSVAFLGRRLVLSQWLGILATIAGLVVVGLADLLSKHDSQHKLSEVITGDLLIIMAQIIVAIQMVLEEKFVYKHNVHPLRAVGTEGLFGFVILSLLLVPMYYIPAGSFSGNPRGTLEDALDAFCQVGQQPLIAVALLGNISSIAFFNFAGISVTKELSATTRMVLDSLRT.... Result: 1 (interaction). (3) The miRNA is hsa-miR-429 with sequence UAAUACUGUCUGGUAAAACCGU. The protein sequence of the target gene is MRRYRIDSMKYEQRMNAGASGFDMSDWNNPYNASPPSSRGGDDDASSVNHSRPRRSRLDNDIPQPRRPILIQPARPVSQKSNRQGTGMSNGSRGLNSTFNGYDRTYSRYHQNSSRGPSEGFSGAPSARNASGYASDYANSRAGVGLLPNNHREPVRPRSTAAERYANASSMRNGFVYDSGESDKTSEELEEDEEEEEVRNFYMEGRAQGSRSVTNTLASEVYNSESESYYYGVVKLGSAIVDHVFRTMPPPEKYYKMPPIDRVAYVFYCAVNNKPYNNIDEFHVIFNREFYSYRGYGDSK.... Result: 0 (no interaction). (4) The miRNA is hsa-miR-379-5p with sequence UGGUAGACUAUGGAACGUAGG. The protein sequence of the target gene is MEKSIWLLACLAWVLPTGSFVRTKIDTTENLLNTEVHSSPAQRWSMQVPPEVSAEAGDAAVLPCTFTHPHRHYDGPLTAIWRAGEPYAGPQVFRCAAARGSELCQTALSLHGRFRLLGNPRRNDLSLRVERLALADDRRYFCRVEFAGDVHDRYESRHGVRLHVTAAPRIVNISVLPSPAHAFRALCTAEGEPPPALAWSGPALGNSLAAVRSPREGHGHLVTAELPALTHDGRYTCTAANSLGRSEASVYLFRFHGASGASTVALLLGALGFKALLLLGVLAARAARRRPEHLDTPDTP.... Result: 0 (no interaction). (5) The protein sequence of the target gene is MAARGSRRRALRLLLMVQLLAGRWRPAGAARGARGGLPELSSAAKHEDSLFRDLFEDYEKWVRPVEHLSDKIKIKFGLAISQLVDVDEKNQLMTTNVWLKQEWIDVKLRWNPDDYGGIKIIRVPSDSLWIPDIVLFDNADGRFEGASTKTVVRYNGTVTWTQPANYKSSCTIDVTFFPFDLQNCSMKFGSWTYDGSQVDIILEDQDVDRTDFFDNGEWEIMSAMGSKGNRTDSCCWYPCITYSFVIKRLPLFYTLFLIIPCIGLSFLTVVVFYLPSNEGEKISLCTSVLVSLTVFLLVIE.... Result: 0 (no interaction). The miRNA is hsa-miR-548aw with sequence GUGCAAAAGUCAUCACGGUU. (6) The miRNA is hsa-miR-205-3p with sequence GAUUUCAGUGGAGUGAAGUUC. The protein sequence of the target gene is MAGAVSLLGVVGLLLVSALSGVLGDRANPDLRAHPGNAAHPGSGATEPRRRPPLKDQRERTRAGSLPLGALYTAAVAAFVLYKCLQGKDETAVLHEEASKQQPLQSEQQLAQLTQQLAQTEQHLNNLMAQLDPLFERVTTLAGAQQELLNMKLWTIHELLQDSKPDKDMEASEPGEGSGGESAGGGDKVSETGTFLISPHTEASRPLPEDFCLKEDEEEIGDSQAWEEPTNWSTETWNLATSWEVGRGLRRRCSQAVAKGPSHSLGWEGGTTAEGRLKQSLFS. Result: 0 (no interaction). (7) The miRNA is hsa-miR-412-5p with sequence UGGUCGACCAGUUGGAAAGUAAU. The protein sequence of the target gene is MRPLPGALGVAAAAALWLLLLLLPRTRADEHEHTYQDKEEVVLWMNTVGPYHNRQETYKYFSLPFCVGSKKSISHYHETLGEALQGVELEFSGLDIKFKDDVMPATYCEIDLDKEKRDAFVYAIKNHYWYQMYIDDLPIWGIVGEADENGEDYYLWTYKKLEIGFNGNRIVDVNLTSEGKVKLVPNTKIQMSYSVKWKKSDVKFEDRFDKYLDPSFFQHRIHWFSIFNSFMMVIFLVGLVSMILMRTLRKDYARYSKEEEMDDMDRDLGDEYGWKQVHGDVFRPSSHPLIFSSLIGSGCQ.... Result: 1 (interaction).